This data is from Peptide-MHC class I binding affinity with 185,985 pairs from IEDB/IMGT. The task is: Regression. Given a peptide amino acid sequence and an MHC pseudo amino acid sequence, predict their binding affinity value. This is MHC class I binding data. (1) The peptide sequence is QQSEARRML. The binding affinity (normalized) is 0.0847. The MHC is HLA-B27:05 with pseudo-sequence HLA-B27:05. (2) The peptide sequence is AAHSARPPPY. The MHC is HLA-A32:01 with pseudo-sequence HLA-A32:01. The binding affinity (normalized) is 0.280. (3) The peptide sequence is QPFLQPQLPY. The MHC is HLA-B07:02 with pseudo-sequence HLA-B07:02. The binding affinity (normalized) is 0.366. (4) The peptide sequence is IRLRPGGKK. The MHC is HLA-A02:01 with pseudo-sequence HLA-A02:01. The binding affinity (normalized) is 0.